From a dataset of Catalyst prediction with 721,799 reactions and 888 catalyst types from USPTO. Predict which catalyst facilitates the given reaction. (1) Reactant: [H-].[Na+].[C:3]([O:10][CH3:11])(=[O:9])[CH2:4][C:5]([O:7][CH3:8])=[O:6].Br[CH2:13][C:14]1[CH:19]=[CH:18][C:17]([N+:20]([O-:22])=[O:21])=[C:16]([O:23][CH3:24])[CH:15]=1. Product: [CH3:24][O:23][C:16]1[CH:15]=[C:14]([CH:19]=[CH:18][C:17]=1[N+:20]([O-:22])=[O:21])[CH2:13][CH:4]([C:3]([O:10][CH3:11])=[O:9])[C:5]([O:7][CH3:8])=[O:6]. The catalyst class is: 3. (2) The catalyst class is: 8. Product: [CH3:1][N:2]([C:4]1[CH:9]=[CH:8][C:7]([C:10]([F:13])([F:11])[F:12])=[CH:6][N:5]=1)[N:3]=[CH:34][C:32]1[N:33]=[C:29]([CH:26]2[CH2:25][CH2:24][N:23]([C:21](=[O:22])[CH2:20][N:19]3[C:15]([CH3:14])=[CH:16][C:17]([C:36]([F:37])([F:39])[F:38])=[N:18]3)[CH2:28][CH2:27]2)[S:30][CH:31]=1. Reactant: [CH3:1][N:2]([C:4]1[CH:9]=[CH:8][C:7]([C:10]([F:13])([F:12])[F:11])=[CH:6][N:5]=1)[NH2:3].[CH3:14][C:15]1[N:19]([CH2:20][C:21]([N:23]2[CH2:28][CH2:27][CH:26]([C:29]3[S:30][CH:31]=[C:32]([CH:34]=O)[N:33]=3)[CH2:25][CH2:24]2)=[O:22])[N:18]=[C:17]([C:36]([F:39])([F:38])[F:37])[CH:16]=1. (3) Reactant: [OH:1][CH2:2][C:3]([O:5][CH2:6][CH3:7])=[O:4].[H-].[Na+].Cl[C:11]1[N:12]([C:27]2[CH:32]=[CH:31][CH:30]=[CH:29][CH:28]=2)[C:13](=[O:26])[C:14]2[C:19]([C:20]3[CH:25]=[CH:24][CH:23]=[CH:22][CH:21]=3)=[CH:18][S:17][C:15]=2[N:16]=1.Cl. Product: [CH2:6]([O:5][C:3](=[O:4])[CH2:2][O:1][C:11]1[N:12]([C:27]2[CH:32]=[CH:31][CH:30]=[CH:29][CH:28]=2)[C:13](=[O:26])[C:14]2[C:19]([C:20]3[CH:21]=[CH:22][CH:23]=[CH:24][CH:25]=3)=[CH:18][S:17][C:15]=2[N:16]=1)[CH3:7]. The catalyst class is: 1. (4) Reactant: [C:1]([C:5]1[N:10]=[C:9]([NH:11][CH2:12][CH2:13][CH2:14][O:15][CH3:16])[C:8]([C:17]([N:19]([CH2:45][CH:46]([CH3:48])[CH3:47])[C@H:20]2[CH2:25][C@@H:24]([C:26]([N:28]3[CH2:37][CH2:36][C:31]4([O:35][CH2:34][CH2:33][O:32]4)[CH2:30][CH2:29]3)=[O:27])[CH2:23][N:22](C(OC(C)(C)C)=O)[CH2:21]2)=[O:18])=[CH:7][N:6]=1)([CH3:4])([CH3:3])[CH3:2].C(O)(C(F)(F)F)=O.C(=O)([O-])[O-].[K+].[K+]. Product: [C:1]([C:5]1[N:10]=[C:9]([NH:11][CH2:12][CH2:13][CH2:14][O:15][CH3:16])[C:8]([C:17]([N:19]([C@H:20]2[CH2:25][C@@H:24]([C:26]([N:28]3[CH2:37][CH2:36][C:31]4([O:35][CH2:34][CH2:33][O:32]4)[CH2:30][CH2:29]3)=[O:27])[CH2:23][NH:22][CH2:21]2)[CH2:45][CH:46]([CH3:48])[CH3:47])=[O:18])=[CH:7][N:6]=1)([CH3:3])([CH3:4])[CH3:2]. The catalyst class is: 10.